This data is from Merck oncology drug combination screen with 23,052 pairs across 39 cell lines. The task is: Regression. Given two drug SMILES strings and cell line genomic features, predict the synergy score measuring deviation from expected non-interaction effect. Drug 1: O=S1(=O)NC2(CN1CC(F)(F)F)C1CCC2Cc2cc(C=CCN3CCC(C(F)(F)F)CC3)ccc2C1. Drug 2: CS(=O)(=O)CCNCc1ccc(-c2ccc3ncnc(Nc4ccc(OCc5cccc(F)c5)c(Cl)c4)c3c2)o1. Cell line: MSTO. Synergy scores: synergy=9.11.